This data is from Forward reaction prediction with 1.9M reactions from USPTO patents (1976-2016). The task is: Predict the product of the given reaction. Given the reactants C1(P(C2C=CC=CC=2)C2C=CC3C(=CC=CC=3)C=2C2C3C(=CC=CC=3)C=CC=2P(C2C=CC=CC=2)C2C=CC=CC=2)C=CC=CC=1.CC(C)([O-])C.[Na+].[CH2:53]([O:60][C:61]([N:63]1[C:68]2[CH:69]=[C:70]([Cl:74])[CH:71]=[C:72](Br)[C:67]=2[O:66][CH2:65][CH2:64]1)=[O:62])[C:54]1[CH:59]=[CH:58][CH:57]=[CH:56][CH:55]=1.[C:75]([O:79][C:80]([N:82]1[CH2:87][CH2:86][NH:85][CH2:84][CH2:83]1)=[O:81])([CH3:78])([CH3:77])[CH3:76], predict the reaction product. The product is: [CH2:53]([O:60][C:61]([N:63]1[C:68]2[CH:69]=[C:70]([Cl:74])[CH:71]=[C:72]([N:85]3[CH2:84][CH2:83][N:82]([C:80]([O:79][C:75]([CH3:78])([CH3:77])[CH3:76])=[O:81])[CH2:87][CH2:86]3)[C:67]=2[O:66][CH2:65][CH2:64]1)=[O:62])[C:54]1[CH:59]=[CH:58][CH:57]=[CH:56][CH:55]=1.